From a dataset of Forward reaction prediction with 1.9M reactions from USPTO patents (1976-2016). Predict the product of the given reaction. (1) The product is: [CH2:11]([C:7]([CH2:1][CH2:2][CH2:3][CH2:4][CH2:5][CH3:6])=[CH:8][CH:9]=[O:10])[CH2:12][CH2:13][CH2:14][CH2:15][CH3:16]. Given the reactants [CH2:1]([C:7]([CH2:11][CH2:12][CH2:13][CH2:14][CH2:15][CH3:16])=[CH:8][CH2:9][OH:10])[CH2:2][CH2:3][CH2:4][CH2:5][CH3:6], predict the reaction product. (2) Given the reactants [C:1]([O:5][C:6]([NH:8][C:9]1[CH:14]=[CH:13][CH:12]=[CH:11][C:10]=1[NH:15][C:16](=[O:32])[C:17]1[CH:22]=[CH:21][C:20](B2OC(C)(C)C(C)(C)O2)=[CH:19][CH:18]=1)=[O:7])([CH3:4])([CH3:3])[CH3:2].Cl[C:34]1[C:39]([Cl:40])=[CH:38][CH:37]=[CH:36][N:35]=1.C(=O)([O-])O.[Na+], predict the reaction product. The product is: [Cl:40][C:39]1[C:34]([C:20]2[CH:21]=[CH:22][C:17]([C:16]([NH:15][C:10]3[CH:11]=[CH:12][CH:13]=[CH:14][C:9]=3[NH:8][C:6](=[O:7])[O:5][C:1]([CH3:3])([CH3:2])[CH3:4])=[O:32])=[CH:18][CH:19]=2)=[N:35][CH:36]=[CH:37][CH:38]=1. (3) Given the reactants N12CCN(CC1)CC2.Cl[C:10]1[C:19]2[C:14](=[N:15][CH:16]=[CH:17][CH:18]=2)[NH:13][C:12](=[O:20])[C:11]=1[C:21]#[N:22].[N:23]1([C:29]([C:31]2[S:32][CH:33]=[CH:34][CH:35]=2)=[O:30])[CH2:28][CH2:27][NH:26][CH2:25][CH2:24]1, predict the reaction product. The product is: [O:20]=[C:12]1[C:11]([C:21]#[N:22])=[C:10]([N:26]2[CH2:27][CH2:28][N:23]([C:29]([C:31]3[S:32][CH:33]=[CH:34][CH:35]=3)=[O:30])[CH2:24][CH2:25]2)[C:19]2[C:14](=[N:15][CH:16]=[CH:17][CH:18]=2)[NH:13]1. (4) Given the reactants [NH2:1][C:2]1[N:3]([C:14]([O:16][C:17]([CH3:20])([CH3:19])[CH3:18])=[O:15])[CH:4]=[C:5]([CH2:7][CH2:8][CH2:9][CH2:10][CH2:11][C:12]#[CH:13])[N:6]=1.[N:21]([CH2:24][CH2:25][NH:26][S:27]([C:30]1[C:35]([CH3:36])=[C:34]([CH3:37])[C:33]([CH3:38])=[C:32]([CH3:39])[C:31]=1[CH3:40])(=[O:29])=[O:28])=[N+:22]=[N-:23], predict the reaction product. The product is: [NH2:1][C:2]1[N:3]([C:14]([O:16][C:17]([CH3:20])([CH3:19])[CH3:18])=[O:15])[CH:4]=[C:5]([CH2:7][CH2:8][CH2:9][CH2:10][CH2:11][C:12]2[N:23]=[N:22][N:21]([CH2:24][CH2:25][NH:26][S:27]([C:30]3[C:31]([CH3:40])=[C:32]([CH3:39])[C:33]([CH3:38])=[C:34]([CH3:37])[C:35]=3[CH3:36])(=[O:28])=[O:29])[CH:13]=2)[N:6]=1. (5) Given the reactants [C:1]([C:4]1[CH:9]=[C:8]([CH3:10])[CH:7]=[C:6]([CH3:11])[C:5]=1[NH:12][C:13]([C:15]1[S:16][CH:17]=[CH:18][C:19]=1[S:20]([NH:23][C:24]1[O:28][N:27]=[C:26]([CH3:29])[C:25]=1[Cl:30])(=[O:22])=[O:21])=[O:14])(=[O:3])[CH3:2].N[C:32]1C(C)=CC(C)=C[C:33]=1C(C1CC1)=O, predict the reaction product. The product is: [Cl:30][C:25]1[C:26]([CH3:29])=[N:27][O:28][C:24]=1[NH:23][S:20]([C:19]1[CH:18]=[CH:17][S:16][C:15]=1[C:13]([NH:12][C:5]1[C:6]([CH3:11])=[CH:7][C:8]([CH3:10])=[CH:9][C:4]=1[C:1]([CH:2]1[CH2:33][CH2:32]1)=[O:3])=[O:14])(=[O:21])=[O:22]. (6) Given the reactants [CH3:1][O:2][C:3](=[O:18])[C:4]1[CH:9]=[CH:8][C:7]([O:10][C:11]2[CH:16]=[CH:15][C:14]([NH2:17])=[CH:13][CH:12]=2)=[CH:6][CH:5]=1.O=[C:20]1[CH2:25][CH2:24][N:23]([C@H:26]([CH3:30])[CH2:27][C:28]#[N:29])[CH2:22][CH2:21]1.[C-]#N.[Na+], predict the reaction product. The product is: [CH3:1][O:2][C:3](=[O:18])[C:4]1[CH:5]=[CH:6][C:7]([O:10][C:11]2[CH:16]=[CH:15][C:14]([NH:17][CH:20]3[CH2:25][CH2:24][N:23]([C@H:26]([CH3:30])[CH2:27][CH2:28][NH2:29])[CH2:22][CH2:21]3)=[CH:13][CH:12]=2)=[CH:8][CH:9]=1.